This data is from Forward reaction prediction with 1.9M reactions from USPTO patents (1976-2016). The task is: Predict the product of the given reaction. (1) Given the reactants [CH3:1][C:2]1[O:6][C:5]([C:7]2[CH:12]=[CH:11][CH:10]=[CH:9][CH:8]=2)=[N:4][C:3]=1[CH2:13][CH2:14][O:15]S(C1C=CC(C)=CC=1)(=O)=O.[CH2:26]([O:28][C:29](=[O:41])[C:30]([O:33][C:34]1[CH:39]=[CH:38][C:37](O)=[CH:36][CH:35]=1)([CH3:32])[CH3:31])[CH3:27].C([O-])([O-])=O.[Cs+].[Cs+], predict the reaction product. The product is: [CH2:26]([O:28][C:29](=[O:41])[C:30]([CH3:32])([O:33][C:34]1[CH:39]=[CH:38][C:37]([O:15][CH2:14][CH2:13][C:3]2[N:4]=[C:5]([C:7]3[CH:8]=[CH:9][CH:10]=[CH:11][CH:12]=3)[O:6][C:2]=2[CH3:1])=[CH:36][CH:35]=1)[CH3:31])[CH3:27]. (2) Given the reactants Br[C:2]1[CH:3]=[C:4]([C:14](=[CH:20][CH:21]2[CH2:26][CH2:25][O:24][CH2:23][CH2:22]2)[C:15]([O:17][CH2:18][CH3:19])=[O:16])[CH:5]=[CH:6][C:7]=1[S:8]([CH:11]1[CH2:13][CH2:12]1)(=[O:10])=[O:9].[CH:27]1(B(O)O)[CH2:29][CH2:28]1.P([O-])([O-])([O-])=O.[K+].[K+].[K+].O, predict the reaction product. The product is: [CH:27]1([C:2]2[CH:3]=[C:4]([C:14](=[CH:20][CH:21]3[CH2:26][CH2:25][O:24][CH2:23][CH2:22]3)[C:15]([O:17][CH2:18][CH3:19])=[O:16])[CH:5]=[CH:6][C:7]=2[S:8]([CH:11]2[CH2:13][CH2:12]2)(=[O:10])=[O:9])[CH2:29][CH2:28]1. (3) The product is: [Cl:1][C:2]1[CH:7]=[CH:6][C:5]([C:8]2[CH:12]=[C:11]([OH:13])[N:10]([C:14]3[CH:19]=[C:18]([C:20]([OH:25])=[O:22])[CH:17]=[CH:16][N:15]=3)[N:9]=2)=[CH:4][CH:3]=1. Given the reactants [Cl:1][C:2]1[CH:7]=[CH:6][C:5]([C:8]2[CH:12]=[C:11]([OH:13])[N:10]([C:14]3[CH:19]=[C:18]([C:20]#N)[CH:17]=[CH:16][N:15]=3)[N:9]=2)=[CH:4][CH:3]=1.[OH-:22].[Na+].Cl.[OH2:25], predict the reaction product.